Dataset: Catalyst prediction with 721,799 reactions and 888 catalyst types from USPTO. Task: Predict which catalyst facilitates the given reaction. (1) Reactant: [Br:1][C:2]1[C:11]2[N:10]=[C:9]([C:12]([F:15])([F:14])[F:13])[CH:8]=[CH:7][C:6]=2[C:5](=O)[NH:4][CH:3]=1.P(Cl)(Cl)([Cl:19])=O. Product: [Br:1][C:2]1[CH:3]=[N:4][C:5]([Cl:19])=[C:6]2[C:11]=1[N:10]=[C:9]([C:12]([F:15])([F:14])[F:13])[CH:8]=[CH:7]2. The catalyst class is: 6. (2) Reactant: S(O)(C(F)(F)F)(=O)=O.C1(OC)C=CC=CC=1.[C:17]([C:19]1[CH:20]=[C:21]([C@H:26]2[CH2:30][C@H:29]([F:31])[CH2:28][N:27]2[C:32]2[CH:37]=[CH:36][N:35]3[N:38]=[CH:39][C:40]([C:41]([N:43](CC4C=CC(OC)=CC=4)CC4C=CC(OC)=CC=4)=[O:42])=[C:34]3[CH:33]=2)[CH:22]=[C:23]([F:25])[CH:24]=1)#[N:18]. Product: [C:17]([C:19]1[CH:20]=[C:21]([C@H:26]2[CH2:30][C@H:29]([F:31])[CH2:28][N:27]2[C:32]2[CH:37]=[CH:36][N:35]3[N:38]=[CH:39][C:40]([C:41]([NH2:43])=[O:42])=[C:34]3[CH:33]=2)[CH:22]=[C:23]([F:25])[CH:24]=1)#[N:18]. The catalyst class is: 2.